This data is from Full USPTO retrosynthesis dataset with 1.9M reactions from patents (1976-2016). The task is: Predict the reactants needed to synthesize the given product. (1) Given the product [CH2:1]([O:3][C:4]([C:6]1[CH:7]=[C:8]2[C:13](=[CH:14][CH:15]=1)[NH:12][CH:11]([C:16]1[CH:17]=[C:18]([N:26]3[CH2:31][CH2:30][O:29][CH2:28][CH2:27]3)[CH:19]=[C:20]([Cl:22])[CH:21]=1)[C:10]([CH3:25])([CH3:24])[CH2:9]2)=[O:5])[CH3:2], predict the reactants needed to synthesize it. The reactants are: [CH2:1]([O:3][C:4]([C:6]1[CH:7]=[C:8]2[C:13](=[CH:14][CH:15]=1)[NH:12][CH:11]([C:16]1[CH:21]=[C:20]([Cl:22])[CH:19]=[C:18](Br)[CH:17]=1)[C:10]([CH3:25])([CH3:24])[CH2:9]2)=[O:5])[CH3:2].[NH:26]1[CH2:31][CH2:30][O:29][CH2:28][CH2:27]1.N1CCC[C@H]1C(O)=O.[OH-].[K+]. (2) Given the product [ClH:36].[N:1]1[CH:6]=[CH:5][CH:4]=[CH:3][C:2]=1[N:7]([CH2:30][CH2:31][C:32]([O:34][CH3:35])=[O:33])[C:8]([C:10]1[CH:11]=[C:12]2[N:18]=[C:17]([CH2:19][CH2:20][C:21]3[CH:22]=[CH:23][C:24]([C:27](=[NH:41])[NH2:28])=[CH:25][CH:26]=3)[N:16]([CH3:29])[C:13]2=[N:14][CH:15]=1)=[O:9], predict the reactants needed to synthesize it. The reactants are: [N:1]1[CH:6]=[CH:5][CH:4]=[CH:3][C:2]=1[N:7]([CH2:30][CH2:31][C:32]([O:34][CH3:35])=[O:33])[C:8]([C:10]1[CH:11]=[C:12]2[N:18]=[C:17]([CH2:19][CH2:20][C:21]3[CH:26]=[CH:25][C:24]([C:27]#[N:28])=[CH:23][CH:22]=3)[N:16]([CH3:29])[C:13]2=[N:14][CH:15]=1)=[O:9].[ClH:36].C(=O)([O-])[O-].[NH4+:41].[NH4+].C(OCC)(=O)C.C(O)C.N. (3) Given the product [NH2:15][C:13]1[NH:12][N:11]=[C:10]([NH:9][C:5]2[CH:6]=[C:7]([Cl:8])[C:2]([C:25]3[CH:26]=[CH:27][C:28]([NH:31][S:32]([CH3:35])(=[O:33])=[O:34])=[N:29][CH:30]=3)=[C:3]([Cl:16])[CH:4]=2)[N:14]=1, predict the reactants needed to synthesize it. The reactants are: Br[C:2]1[C:7]([Cl:8])=[CH:6][C:5]([NH:9][C:10]2[N:14]=[C:13]([NH2:15])[NH:12][N:11]=2)=[CH:4][C:3]=1[Cl:16].CC1(C)C(C)(C)OB([C:25]2[CH:26]=[CH:27][C:28]([NH:31][S:32]([CH3:35])(=[O:34])=[O:33])=[N:29][CH:30]=2)O1.C(=O)([O-])[O-].[Na+].[Na+]. (4) Given the product [Br:1][C:2]1[CH:3]=[C:4]2[C:8](=[CH:9][CH:10]=1)[N:7]=[C:23]([C:19]1[CH:20]=[CH:21][CH:22]=[C:17]([C:16]([F:15])([F:27])[F:28])[CH:18]=1)[C:24]([CH3:25])=[C:5]2[C:6]([OH:11])=[O:13], predict the reactants needed to synthesize it. The reactants are: [Br:1][C:2]1[CH:3]=[C:4]2[C:8](=[CH:9][CH:10]=1)[NH:7][C:6](=[O:11])[C:5]2=O.[OH-:13].[K+].[F:15][C:16]([F:28])([F:27])[C:17]1[CH:18]=[C:19]([C:23](=O)[CH2:24][CH3:25])[CH:20]=[CH:21][CH:22]=1.Cl. (5) Given the product [CH2:1]([O:3][C:4]([C:6]1[S:14][C:13]2[C:12]([F:15])=[CH:11][N:10]=[CH:9][C:8]=2[C:7]=1[NH:16][C:17]1[CH:22]=[CH:21][C:20]([I:28])=[CH:19][C:18]=1[F:27])=[O:5])[CH3:2], predict the reactants needed to synthesize it. The reactants are: [CH2:1]([O:3][C:4]([C:6]1[S:14][C:13]2[C:12]([F:15])=[CH:11][N:10]=[CH:9][C:8]=2[C:7]=1[NH:16][C:17]1[CH:22]=[CH:21][C:20]([Si](C)(C)C)=[CH:19][C:18]=1[F:27])=[O:5])[CH3:2].[I:28]Cl.